From a dataset of Acute oral toxicity (LD50) regression data from Zhu et al.. Regression/Classification. Given a drug SMILES string, predict its toxicity properties. Task type varies by dataset: regression for continuous values (e.g., LD50, hERG inhibition percentage) or binary classification for toxic/non-toxic outcomes (e.g., AMES mutagenicity, cardiotoxicity, hepatotoxicity). Dataset: ld50_zhu. (1) The drug is OCCOCCOc1ccccc1. The rat oral LD50 is 1.93, given as -log10 of the dose in mol/kg body weight (higher means more acutely toxic). (2) The compound is CNN=Nc1ccccc1. The rat oral LD50 is 2.51, given as -log10 of the dose in mol/kg body weight (higher means more acutely toxic). (3) The molecule is CCCCCCC=O. The rat oral LD50 is 0.911, given as -log10 of the dose in mol/kg body weight (higher means more acutely toxic). (4) The compound is Cn1c(=O)c2c(ncn2CC(=O)O)n(C)c1=O. The rat oral LD50 is 2.42, given as -log10 of the dose in mol/kg body weight (higher means more acutely toxic).